Dataset: Full USPTO retrosynthesis dataset with 1.9M reactions from patents (1976-2016). Task: Predict the reactants needed to synthesize the given product. (1) Given the product [Br:1][C:2]1[CH:3]=[CH:4][C:5]([CH2:8][Br:29])=[N:6][CH:7]=1, predict the reactants needed to synthesize it. The reactants are: [Br:1][C:2]1[CH:3]=[CH:4][C:5]([CH2:8]O)=[N:6][CH:7]=1.C1(P(C2C=CC=CC=2)C2C=CC=CC=2)C=CC=CC=1.[Br:29]N1C(=O)CCC1=O. (2) Given the product [C:27]([C:4]1[CH:3]=[C:2]([CH:7]=[CH:6][N:5]=1)[C:1]#[N:8])(=[O:26])[CH3:28], predict the reactants needed to synthesize it. The reactants are: [C:1](#[N:8])[C:2]1[CH:7]=[CH:6][N:5]=[CH:4][CH:3]=1.S(OOS([O-])(=O)=O)([O-])(=O)=O.[NH4+].[NH4+].S(=O)(=O)(O)O.[O:26]=[C:27](C)[CH2:28]C(O)=O.C(=O)([O-])[O-].[Na+].[Na+].